This data is from Merck oncology drug combination screen with 23,052 pairs across 39 cell lines. The task is: Regression. Given two drug SMILES strings and cell line genomic features, predict the synergy score measuring deviation from expected non-interaction effect. Drug 1: C=CCn1c(=O)c2cnc(Nc3ccc(N4CCN(C)CC4)cc3)nc2n1-c1cccc(C(C)(C)O)n1. Drug 2: CS(=O)(=O)CCNCc1ccc(-c2ccc3ncnc(Nc4ccc(OCc5cccc(F)c5)c(Cl)c4)c3c2)o1. Cell line: HT144. Synergy scores: synergy=15.8.